From a dataset of Reaction yield outcomes from USPTO patents with 853,638 reactions. Predict the reaction yield, written as a fraction of the theoretical maximum amount of product (1.0 means a 100% yield; for example, 0.34 means a 34% yield). (1) The reactants are [C:1]([NH:8][C@@H:9]([C:11]([OH:13])=O)[CH3:10])([O:3][C:4]([CH3:7])([CH3:6])[CH3:5])=[O:2].[NH2:14][CH2:15][CH:16]([OH:18])[CH3:17]. The catalyst is C(Cl)Cl. The product is [C:4]([O:3][C:1]([NH:8][C@@H:9]([C:11]([NH:14][CH2:15][CH:16]([OH:18])[CH3:17])=[O:13])[CH3:10])=[O:2])([CH3:5])([CH3:6])[CH3:7]. The yield is 0.463. (2) The reactants are [Sn](Cl)Cl.[Br:4][C:5]1[C:6]([F:17])=[C:7]2[C:13]([N+:14]([O-])=O)=[CH:12][NH:11][C:8]2=[N:9][CH:10]=1.[OH-].[Na+]. The catalyst is Cl. The product is [Br:4][C:5]1[C:6]([F:17])=[C:7]2[C:13]([NH2:14])=[CH:12][NH:11][C:8]2=[N:9][CH:10]=1. The yield is 0.640. (3) The reactants are [F:1][C:2]1[CH:7]=[CH:6][C:5]([CH:8]2[C:17]([CH3:19])([CH3:18])[CH2:16][C:15]3[C:10](=[CH:11][CH:12]=[C:13]([C:20]([O-:22])=[O:21])[CH:14]=3)[NH:9]2)=[CH:4][C:3]=1[N+:23]([O-])=O.[CH:26](N(CC)C(C)C)(C)C.[N:35]1[CH:40]=[CH:39][CH:38]=[CH:37][C:36]=1[C:41](Cl)=[O:42]. The catalyst is ClCCl. The product is [F:1][C:2]1[CH:7]=[CH:6][C:5]([CH:8]2[C:17]([CH3:19])([CH3:18])[CH2:16][C:15]3[C:10](=[CH:11][CH:12]=[C:13]([C:20]([O:22][CH3:26])=[O:21])[CH:14]=3)[NH:9]2)=[CH:4][C:3]=1[NH:23][C:41](=[O:42])[C:36]1[CH:37]=[CH:38][CH:39]=[CH:40][N:35]=1. The yield is 0.424. (4) The reactants are [NH2:1][C@H:2]1[CH2:7][CH2:6][N:5]([C:8]([O:10][C:11]([CH3:14])([CH3:13])[CH3:12])=[O:9])[CH2:4][C@H:3]1[O:15][CH3:16].[CH2:17]([C:19]1[NH:23][C:22]([C:24](O)=[O:25])=[N:21][C:20]=1[I:27])[CH3:18].CCN=C=NCCCN(C)C.Cl.C1C=CC2N(O)N=NC=2C=1. No catalyst specified. The product is [CH2:17]([C:19]1[NH:23][C:22]([C:24]([NH:1][C@H:2]2[CH2:7][CH2:6][N:5]([C:8]([O:10][C:11]([CH3:12])([CH3:13])[CH3:14])=[O:9])[CH2:4][C@H:3]2[O:15][CH3:16])=[O:25])=[N:21][C:20]=1[I:27])[CH3:18]. The yield is 0.860. (5) The reactants are Cl.[O-:2][N+:3]1[C:8]2[CH:9]=[CH:10][CH:11]=[CH:12][C:7]=2[N+:6]([O-:13])=[C:5]([NH:14][CH2:15][CH2:16][CH2:17][NH:18]C(=O)OC(C)(C)C)[N:4]=1. The catalyst is CO. The product is [O-:2][N+:3]1[C:8]2[CH:9]=[CH:10][CH:11]=[CH:12][C:7]=2[N+:6]([O-:13])=[C:5]([NH:14][CH2:15][CH2:16][CH2:17][NH2:18])[N:4]=1. The yield is 0.800. (6) The reactants are [Br:1][C:2]1[CH:3]=[C:4]([N+:12]([O-:14])=[O:13])[C:5]2[N:9]=[C:8]([CH3:10])[NH:7][C:6]=2[CH:11]=1.Br[CH2:16][C:17]1[CH:22]=[CH:21][CH:20]=[C:19]([Cl:23])[C:18]=1[Cl:24].C([O-])([O-])=O.[K+].[K+]. The catalyst is CN(C=O)C. The product is [Br:1][C:2]1[CH:3]=[C:4]([N+:12]([O-:14])=[O:13])[C:5]2[N:9]=[C:8]([CH3:10])[N:7]([CH2:16][C:17]3[CH:22]=[CH:21][CH:20]=[C:19]([Cl:23])[C:18]=3[Cl:24])[C:6]=2[CH:11]=1. The yield is 0.830.